This data is from Reaction yield outcomes from USPTO patents with 853,638 reactions. The task is: Predict the reaction yield, written as a fraction of the theoretical maximum amount of product (1.0 means a 100% yield; for example, 0.34 means a 34% yield). (1) The reactants are [CH2:1]([O:4][CH2:5][C:6]([CH3:9])([OH:8])[CH3:7])[CH:2]=[CH2:3].C1C=C(Cl)C=C(C(OO)=[O:18])C=1.C([O-])(O)=O.[Na+].[O-]S([O-])(=S)=O.[Na+].[Na+]. The catalyst is C(Cl)Cl. The product is [CH3:7][C:6]([OH:8])([CH3:9])[CH2:5][O:4][CH2:1][CH:2]1[CH2:3][O:18]1. The yield is 0.370. (2) The reactants are [S:1]([N:9]1[CH:13]=[CH:12][N:11]=[CH:10]1)([N:4]1[CH:8]=[CH:7][N:6]=[CH:5]1)(=[O:3])=[O:2].[F:14][C:15]([F:22])([F:21])[S:16]([O:19]C)(=[O:18])=[O:17]. The catalyst is C(Cl)Cl. The product is [F:14][C:15]([F:22])([F:21])[S:16]([O-:19])(=[O:18])=[O:17].[N:4]1([S:1]([N:9]2[CH:13]=[CH:12][N+:11]([CH3:15])=[CH:10]2)(=[O:2])=[O:3])[CH:8]=[CH:7][N:6]=[CH:5]1. The yield is 0.980. (3) The reactants are C([O:3][C:4](=O)[CH2:5][C:6]([C:9]1[N:10]([CH2:21][CH2:22][OH:23])[C:11]2[C:16]([CH:17]=1)=[CH:15][C:14]([N+:18]([O-:20])=[O:19])=[CH:13][CH:12]=2)([CH3:8])[CH3:7])C.CC(C[AlH]CC(C)C)C.O. The catalyst is C1COCC1. The product is [OH:23][CH2:22][CH2:21][N:10]1[C:11]2[C:16](=[CH:15][C:14]([N+:18]([O-:20])=[O:19])=[CH:13][CH:12]=2)[CH:17]=[C:9]1[C:6]([CH3:8])([CH3:7])[CH2:5][CH2:4][OH:3]. The yield is 0.490. (4) The reactants are [NH2:1][C:2]1[C:3]([C:12]([NH:14][CH3:15])=[O:13])=[N:4][C:5]([C:8]([NH:10][OH:11])=[NH:9])=[CH:6][N:7]=1.CN(C=O)C.CN1[C:36]2[CH:37]=[CH:38][C:39](Cl)=[CH:40][C:35]=2C([C:35]2[CH:40]=[CH:39][CH:38]=[CH:37][CH:36]=2)=NCC1=O.C1(C(Cl)=O)CCCC1. The catalyst is C1COCC1. The product is [NH2:1][C:2]1[C:3]([C:12]([NH:14][CH3:15])=[O:13])=[N:4][C:5]([C:8]2[N:9]=[C:35]([CH:40]3[CH2:36][CH2:37][CH2:38][CH2:39]3)[O:11][N:10]=2)=[CH:6][N:7]=1. The yield is 0.430.